This data is from Full USPTO retrosynthesis dataset with 1.9M reactions from patents (1976-2016). The task is: Predict the reactants needed to synthesize the given product. Given the product [C:20]([CH2:19][CH2:18][CH2:17][CH2:16][CH2:15][O:1][C:2]1[CH:3]=[C:4]2[C:8](=[CH:9][CH:10]=1)[N:7]=[C:6]([CH3:11])[C:5]2([CH3:13])[CH3:12])([O:22][CH2:23][CH3:24])=[O:21], predict the reactants needed to synthesize it. The reactants are: [OH:1][C:2]1[CH:3]=[C:4]2[C:8](=[CH:9][CH:10]=1)[N:7]=[C:6]([CH3:11])[C:5]2([CH3:13])[CH3:12].Br[CH2:15][CH2:16][CH2:17][CH2:18][CH2:19][C:20]([O:22][CH2:23][CH3:24])=[O:21].C(=O)([O-])[O-].[K+].[K+].